This data is from Blood-brain barrier permeability classification from the B3DB database. The task is: Regression/Classification. Given a drug SMILES string, predict its absorption, distribution, metabolism, or excretion properties. Task type varies by dataset: regression for continuous measurements (e.g., permeability, clearance, half-life) or binary classification for categorical outcomes (e.g., BBB penetration, CYP inhibition). Dataset: b3db_classification. (1) The compound is C/C=C/C(=O)N(CCC)[C@@H](CC)C(=O)N(C)C. The result is 1 (penetrates BBB). (2) The compound is CCCCCCSc1nsnc1C1=CCCN(C)C1. The result is 1 (penetrates BBB). (3) The molecule is CCOC(=O)/C=C(C)/C=C/C=C(C)/C=C/c1c(C)cc(OC)c(C)c1C. The result is 0 (does not penetrate BBB). (4) The drug is CN1CC(C)(C2=CCCCC2)C(=O)NC1=O. The result is 1 (penetrates BBB). (5) The drug is C=C1CCC(O)C/C1=C\C=C1/CCCC2(C)C1CCC2C(C)CCCC(C)C. The result is 0 (does not penetrate BBB).